The task is: Regression. Given two drug SMILES strings and cell line genomic features, predict the synergy score measuring deviation from expected non-interaction effect.. This data is from NCI-60 drug combinations with 297,098 pairs across 59 cell lines. (1) Drug 1: C1=CC(=CC=C1CCC2=CNC3=C2C(=O)NC(=N3)N)C(=O)NC(CCC(=O)O)C(=O)O. Drug 2: CCN(CC)CCCC(C)NC1=C2C=C(C=CC2=NC3=C1C=CC(=C3)Cl)OC. Cell line: TK-10. Synergy scores: CSS=49.4, Synergy_ZIP=-1.39, Synergy_Bliss=-0.837, Synergy_Loewe=-7.81, Synergy_HSA=1.42. (2) Drug 1: CN1CCC(CC1)COC2=C(C=C3C(=C2)N=CN=C3NC4=C(C=C(C=C4)Br)F)OC. Drug 2: CC1C(C(CC(O1)OC2CC(OC(C2O)C)OC3=CC4=CC5=C(C(=O)C(C(C5)C(C(=O)C(C(C)O)O)OC)OC6CC(C(C(O6)C)O)OC7CC(C(C(O7)C)O)OC8CC(C(C(O8)C)O)(C)O)C(=C4C(=C3C)O)O)O)O. Cell line: NCI-H226. Synergy scores: CSS=13.1, Synergy_ZIP=5.02, Synergy_Bliss=7.26, Synergy_Loewe=7.58, Synergy_HSA=7.03. (3) Drug 1: C1=CC(=CC=C1CCCC(=O)O)N(CCCl)CCCl. Drug 2: CC(C)NC(=O)C1=CC=C(C=C1)CNNC.Cl. Cell line: HCC-2998. Synergy scores: CSS=-1.64, Synergy_ZIP=-6.22, Synergy_Bliss=-10.3, Synergy_Loewe=-15.4, Synergy_HSA=-11.4.